This data is from Full USPTO retrosynthesis dataset with 1.9M reactions from patents (1976-2016). The task is: Predict the reactants needed to synthesize the given product. (1) Given the product [Cl:2][C:3]1[C:4]([F:17])=[C:5]([C:10]2[N:15]=[CH:14][N:13]=[C:12]([OH:16])[CH:11]=2)[C:6]([F:9])=[CH:7][CH:8]=1, predict the reactants needed to synthesize it. The reactants are: Br.[Cl:2][C:3]1[C:4]([F:17])=[C:5]([C:10]2[N:15]=[CH:14][N:13]=[C:12]([OH:16])[CH:11]=2)[C:6]([F:9])=[CH:7][CH:8]=1. (2) Given the product [ClH:24].[NH2:23][C:18]1[C:19]2[C:14](=[C:13]([O:12][CH2:11][CH2:10][CH2:9][NH2:8])[CH:22]=[CH:21][CH:20]=2)[CH:15]=[CH:16][N:17]=1, predict the reactants needed to synthesize it. The reactants are: C(OC([NH:8][CH2:9][CH2:10][CH2:11][O:12][C:13]1[CH:22]=[CH:21][CH:20]=[C:19]2[C:14]=1[CH:15]=[CH:16][N:17]=[C:18]2[NH2:23])=O)(C)(C)C.[ClH:24].CO. (3) Given the product [CH3:18][C@H:40]1[CH:41]=[CH:42][C:10]([S:7][C:1]2[CH:6]=[CH:5][CH:4]=[CH:3][CH:2]=2)=[CH:15][CH2:14][C@H:44]1[OH:43], predict the reactants needed to synthesize it. The reactants are: [C:1]1([S:7]([C:10]2[C@H](O)C[C@H](C)[CH2:14][CH:15]=2)(=O)=O)[CH:6]=[CH:5][CH:4]=[CH:3][CH:2]=1.[CH3:18]CN(CC)CC.CS(Cl)(=O)=O.[Li+].C[Si]([N-][Si](C)(C)C)(C)C.[CH2:40]1[CH2:44][O:43][CH2:42][CH2:41]1. (4) The reactants are: Cl[C:2]1[N:3]=[C:4]([N:15]2[CH2:20][CH2:19][O:18][CH2:17][CH2:16]2)[C:5]2[S:10][C:9]([C:11]([OH:14])([CH3:13])[CH3:12])=[CH:8][C:6]=2[N:7]=1.[N:21]1[CH:26]=[CH:25][CH:24]=[C:23](B(O)O)[CH:22]=1. Given the product [O:18]1[CH2:19][CH2:20][N:15]([C:4]2[C:5]3[S:10][C:9]([C:11]([OH:14])([CH3:13])[CH3:12])=[CH:8][C:6]=3[N:7]=[C:2]([C:23]3[CH:22]=[N:21][CH:26]=[CH:25][CH:24]=3)[N:3]=2)[CH2:16][CH2:17]1, predict the reactants needed to synthesize it. (5) Given the product [ClH:17].[C:1]([C:5]1[CH:10]=[C:9]([C:11]2[CH:16]=[CH:15][C:14]([Cl:17])=[C:13]([F:18])[CH:12]=2)[C:8]([OH:19])=[C:7]([CH2:20][NH:26][C:22]([CH3:25])([CH3:24])[CH3:23])[CH:6]=1)([CH3:4])([CH3:3])[CH3:2], predict the reactants needed to synthesize it. The reactants are: [C:1]([C:5]1[CH:6]=[C:7]([CH:20]=O)[C:8]([OH:19])=[C:9]([C:11]2[CH:16]=[CH:15][C:14]([Cl:17])=[C:13]([F:18])[CH:12]=2)[CH:10]=1)([CH3:4])([CH3:3])[CH3:2].[C:22]([NH2:26])([CH3:25])([CH3:24])[CH3:23]. (6) The reactants are: [F:1][C:2]1[C:7]([O:8][CH3:9])=[CH:6][C:5]([O:10][CH3:11])=[C:4]([F:12])[C:3]=1[C:13]1[N:18]=[C:17]2[NH:19][N:20]=[C:21](I)[C:16]2=[CH:15][N:14]=1.[CH3:23][N:24]([CH3:46])[C:25]([CH:27]1[CH2:36][CH2:35][C:34]2[C:29](=[CH:30][CH:31]=[C:32](B3OC(C)(C)C(C)(C)O3)[CH:33]=2)[O:28]1)=[O:26]. Given the product [F:1][C:2]1[C:7]([O:8][CH3:9])=[CH:6][C:5]([O:10][CH3:11])=[C:4]([F:12])[C:3]=1[C:13]1[N:18]=[C:17]2[NH:19][N:20]=[C:21]([C:32]3[CH:33]=[C:34]4[C:29](=[CH:30][CH:31]=3)[O:28][CH:27]([C:25]([N:24]([CH3:46])[CH3:23])=[O:26])[CH2:36][CH2:35]4)[C:16]2=[CH:15][N:14]=1, predict the reactants needed to synthesize it.